This data is from Full USPTO retrosynthesis dataset with 1.9M reactions from patents (1976-2016). The task is: Predict the reactants needed to synthesize the given product. Given the product [F:25][C:14]([F:13])([C:15](=[O:17])[CH:10]=[C:8]1[NH:7][C:6]2[CH:11]=[CH:12][C:3]([O:2][CH3:1])=[CH:4][C:5]=2[S:9]1)[C:20](=[O:22])[CH:10]=[C:8]1[NH:7][C:6]2[CH:11]=[CH:12][C:3]([O:2][CH3:1])=[CH:4][C:5]=2[S:9]1, predict the reactants needed to synthesize it. The reactants are: [CH3:1][O:2][C:3]1[CH:12]=[CH:11][C:6]2[N:7]=[C:8]([CH3:10])[S:9][C:5]=2[CH:4]=1.[F:13][C:14]([F:25])([C:20]([O:22]CC)=O)[C:15]([O:17]CC)=O.